This data is from Full USPTO retrosynthesis dataset with 1.9M reactions from patents (1976-2016). The task is: Predict the reactants needed to synthesize the given product. (1) Given the product [Cl:1][C:2]1[CH:15]=[CH:14][C:5]2[S:6][C:7]([S:10]([NH:16][C:17]3[CH:18]=[CH:19][C:20]([OH:26])=[C:21]([CH:25]=3)[C:22]([OH:24])=[O:23])(=[O:12])=[O:11])=[C:8]([CH3:9])[C:4]=2[CH:3]=1, predict the reactants needed to synthesize it. The reactants are: [Cl:1][C:2]1[CH:15]=[CH:14][C:5]2[S:6][C:7]([S:10](Cl)(=[O:12])=[O:11])=[C:8]([CH3:9])[C:4]=2[CH:3]=1.[NH2:16][C:17]1[CH:25]=[C:21]([C:22]([OH:24])=[O:23])[C:20]([OH:26])=[CH:19][CH:18]=1. (2) Given the product [CH2:27]1[C:30]2([CH2:33][N:32]([C:24]([C@H:22]3[CH2:21][CH2:20][C:19]4[C:12]5[C:11]([NH:10][C:8]6[CH:9]=[C:4]7[CH:3]=[N:2][NH:1][C:5]7=[N:6][CH:7]=6)=[N:16][CH:15]=[N:14][C:13]=5[S:17][C:18]=4[CH2:23]3)=[O:26])[CH2:31]2)[CH2:29][O:28]1, predict the reactants needed to synthesize it. The reactants are: [NH:1]1[C:5]2=[N:6][CH:7]=[C:8]([NH:10][C:11]3[C:12]4[C:19]5[CH2:20][CH2:21][C@H:22]([C:24]([OH:26])=O)[CH2:23][C:18]=5[S:17][C:13]=4[N:14]=[CH:15][N:16]=3)[CH:9]=[C:4]2[CH:3]=[N:2]1.[CH2:27]1[C:30]2([CH2:33][NH:32][CH2:31]2)[CH2:29][O:28]1. (3) Given the product [CH:24]([O:27][C:28](=[O:32])[C@@H:29]([NH:30][P:18]([O:1][C:2]1[CH:3]=[CH:4][C:5]([C:8]2[CH:13]=[CH:12][CH:11]=[C:10]([C:14](=[O:15])[NH:16][CH3:17])[CH:9]=2)=[CH:6][CH:7]=1)([O:53][CH2:52][C@@H:49]1[C@@H:50]([OH:51])[C@:46]([F:45])([CH3:62])[C@H:47]([N:54]2[CH:61]=[CH:60][C:58](=[O:59])[NH:57][C:55]2=[O:56])[O:48]1)=[O:19])[CH3:31])([CH3:26])[CH3:25], predict the reactants needed to synthesize it. The reactants are: [OH:1][C:2]1[CH:7]=[CH:6][C:5]([C:8]2[CH:13]=[CH:12][CH:11]=[C:10]([C:14]([NH:16][CH3:17])=[O:15])[CH:9]=2)=[CH:4][CH:3]=1.[P:18](Cl)(Cl)(Cl)=[O:19].Cl.[CH:24]([O:27][C:28](=[O:32])[C@H:29]([CH3:31])[NH2:30])([CH3:26])[CH3:25].FC1C(O)=C(F)C(F)=C(F)C=1F.[F:45][C@:46]1([CH3:62])[C@H:50]([OH:51])[C@@H:49]([CH2:52][OH:53])[O:48][C@H:47]1[N:54]1[CH:61]=[CH:60][C:58](=[O:59])[NH:57][C:55]1=[O:56]. (4) Given the product [CH2:13]([O:15][C:16]([N:18]1[CH2:33][CH2:32][C:22]2[C:23]3[C:24]([OH:31])([C:2]4[CH:3]=[N:4][CH:5]=[CH:6][CH:7]=4)[CH2:25][CH2:26][C:27]=3[C:28]([I:30])=[CH:29][C:21]=2[CH2:20][CH2:19]1)=[O:17])[CH3:14], predict the reactants needed to synthesize it. The reactants are: Br[C:2]1[CH:3]=[N:4][CH:5]=[CH:6][CH:7]=1.[Li]CCCC.[CH2:13]([O:15][C:16]([N:18]1[CH2:33][CH2:32][C:22]2[C:23]3[C:24](=[O:31])[CH2:25][CH2:26][C:27]=3[C:28]([I:30])=[CH:29][C:21]=2[CH2:20][CH2:19]1)=[O:17])[CH3:14]. (5) Given the product [C:11]1([C:10]#[C:9][CH:8]([C:6]2[CH:7]=[C:2]([F:1])[C:3]([F:30])=[CH:4][C:5]=2[O:18][CH3:19])[OH:17])[CH:12]=[CH:13][CH:14]=[CH:15][CH:16]=1, predict the reactants needed to synthesize it. The reactants are: [F:1][C:2]1[CH:3]=[CH:4][C:5]([O:18][CH3:19])=[C:6]([CH:8]([OH:17])[C:9]#[C:10][C:11]2[CH:16]=[CH:15][CH:14]=[CH:13][CH:12]=2)[CH:7]=1.COC1C=C([F:30])C(F)=CC=1C=O. (6) The reactants are: [NH2:1][C:2]1[N:7]=[C:6]([C:8]2[O:9][CH:10]=[CH:11][CH:12]=2)[C:5]([C:13]#[N:14])=[C:4](SC)[N:3]=1.[C:17]1([CH2:23][CH2:24][NH2:25])[CH:22]=[CH:21][CH:20]=[CH:19][CH:18]=1. Given the product [NH2:1][C:2]1[N:7]=[C:6]([C:8]2[O:9][CH:10]=[CH:11][CH:12]=2)[C:5]([C:13]#[N:14])=[C:4]([NH:25][CH2:24][CH2:23][C:17]2[CH:22]=[CH:21][CH:20]=[CH:19][CH:18]=2)[N:3]=1, predict the reactants needed to synthesize it. (7) Given the product [CH3:27][N:9]1[C:8]2[CH:28]=[CH:29][C:5]([C:3]([OH:4])=[O:2])=[CH:6][C:7]=2[N:11]=[C:10]1[NH:12][C:13]1[S:14][C:15]2[CH:21]=[C:20]([O:22][C:23]([F:25])([F:24])[F:26])[CH:19]=[CH:18][C:16]=2[N:17]=1, predict the reactants needed to synthesize it. The reactants are: C[O:2][C:3]([C:5]1[CH:29]=[CH:28][C:8]2[N:9]([CH3:27])[C:10]([NH:12][C:13]3[S:14][C:15]4[CH:21]=[C:20]([O:22][C:23]([F:26])([F:25])[F:24])[CH:19]=[CH:18][C:16]=4[N:17]=3)=[N:11][C:7]=2[CH:6]=1)=[O:4].[OH-].[Li+].